Dataset: Forward reaction prediction with 1.9M reactions from USPTO patents (1976-2016). Task: Predict the product of the given reaction. Given the reactants [OH:1][C:2]1[CH:3]=[N:4][C:5]([NH:8]C(=O)CCCCC)=[N:6][CH:7]=1.[OH-].[Na+].[CH3:18][S:19][CH2:20][CH2:21]Cl.CO, predict the reaction product. The product is: [CH3:18][S:19][CH2:20][CH2:21][O:1][C:2]1[CH:7]=[N:6][C:5]([NH2:8])=[N:4][CH:3]=1.